This data is from Forward reaction prediction with 1.9M reactions from USPTO patents (1976-2016). The task is: Predict the product of the given reaction. (1) The product is: [CH3:1][CH:2]1[CH2:12][N:11]([C@@H:13]2[CH2:18][CH2:17][CH2:16][N:15]([C:19]([O:21][C:22]([CH3:25])([CH3:24])[CH3:23])=[O:20])[CH2:14]2)[C:10]2[C:26]3[C:3]1=[CH:4][NH:5][C:6]=3[N:7]=[CH:8][N:9]=2. Given the reactants [CH3:1][CH:2]1[CH2:12][N:11]([C@@H:13]2[CH2:18][CH2:17][CH2:16][N:15]([C:19]([O:21][C:22]([CH3:25])([CH3:24])[CH3:23])=[O:20])[CH2:14]2)[C:10]2[C:26]3[C:3]1=[CH:4][N:5](COCC[Si](C)(C)C)[C:6]=3[N:7]=[CH:8][N:9]=2.C=C1CN([C@@H]2CCCN(C(OC(C)(C)C)=O)C2)C2C3C1=CNC=3N=CN=2, predict the reaction product. (2) Given the reactants [CH2:1](Br)[C:2]1[CH:7]=[CH:6][CH:5]=[CH:4][CH:3]=1.[NH:9]1[CH:13]=[C:12]([S-:14])[N:11]=[N:10]1.[Na+], predict the reaction product. The product is: [CH2:1]([S:14][C:12]1[N:11]=[N:10][NH:9][CH:13]=1)[C:2]1[CH:7]=[CH:6][CH:5]=[CH:4][CH:3]=1. (3) Given the reactants COC1C=CC(C[N:8](CC2C=CC(OC)=CC=2)[C:9]2[N:14]=[CH:13][C:12]([C:15]([CH3:19])([CH3:18])[C:16]#[N:17])=[CH:11][CH:10]=2)=CC=1, predict the reaction product. The product is: [NH2:8][C:9]1[N:14]=[CH:13][C:12]([C:15]([CH3:19])([CH3:18])[C:16]#[N:17])=[CH:11][CH:10]=1. (4) Given the reactants [F:1][C:2]([F:27])([F:26])[C:3]([N:5]1[CH2:10][CH2:9][CH2:8][C@@H:7]2[C:11]3[CH:12]=[C:13](OS(C(F)(F)F)(=O)=O)[CH:14]=[CH:15][C:16]=3[CH2:17][C@H:6]12)=[O:4].[O:28]1[CH:32]=[CH:31][C:30](B(O)O)=[CH:29]1, predict the reaction product. The product is: [F:1][C:2]([F:27])([F:26])[C:3]([N:5]1[CH2:10][CH2:9][CH2:8][C@@H:7]2[C:11]3[CH:12]=[C:13]([C:30]4[CH:31]=[CH:32][O:28][CH:29]=4)[CH:14]=[CH:15][C:16]=3[CH2:17][C@H:6]12)=[O:4]. (5) The product is: [Br:1][C:2]1[C:3]([O:11][CH2:12][CH2:13][O:14][CH3:15])=[N:4][CH:5]=[C:6]([CH:10]=1)[C:7]([NH:16][C@@H:17]1[CH2:22][CH2:21][CH2:20][CH2:19][C@H:18]1[OH:23])=[O:9]. Given the reactants [Br:1][C:2]1[C:3]([O:11][CH2:12][CH2:13][O:14][CH3:15])=[N:4][CH:5]=[C:6]([CH:10]=1)[C:7]([OH:9])=O.[NH2:16][C@@H:17]1[CH2:22][CH2:21][CH2:20][CH2:19][C@H:18]1[OH:23], predict the reaction product. (6) Given the reactants [Br:1][C:2]1[CH:7]=[CH:6][C:5]([CH2:8][C:9]#[N:10])=[C:4]([O:11][CH3:12])[CH:3]=1.Br[CH2:14][CH2:15][CH2:16]Br.[H-].[Na+], predict the reaction product. The product is: [Br:1][C:2]1[CH:7]=[CH:6][C:5]([C:8]2([C:9]#[N:10])[CH2:16][CH2:15][CH2:14]2)=[C:4]([O:11][CH3:12])[CH:3]=1. (7) Given the reactants [C:1]([O:5][C:6]([N:8]1[CH2:13][CH2:12][CH:11]([O:14][C:15]2[CH:24]=[C:23]3[C:18]([CH:19]=[N:20][C:21]([NH:25][C:26]4[CH:31]=[CH:30][CH:29]=[CH:28][CH:27]=4)=[N:22]3)=[CH:17][C:16]=2Br)[CH2:10][CH2:9]1)=[O:7])([CH3:4])([CH3:3])[CH3:2].[Si]([O:40][CH2:41][C:42]1[N:43]=[C:44]([Sn](CCCC)(CCCC)CCCC)[S:45][CH:46]=1)(C(C)(C)C)(C)C, predict the reaction product. The product is: [C:1]([O:5][C:6]([N:8]1[CH2:13][CH2:12][CH:11]([O:14][C:15]2[CH:24]=[C:23]3[C:18]([CH:19]=[N:20][C:21]([NH:25][C:26]4[CH:31]=[CH:30][CH:29]=[CH:28][CH:27]=4)=[N:22]3)=[CH:17][C:16]=2[C:44]2[S:45][CH:46]=[C:42]([CH2:41][OH:40])[N:43]=2)[CH2:10][CH2:9]1)=[O:7])([CH3:4])([CH3:3])[CH3:2]. (8) Given the reactants [O:1]=[O+][O-].[C:4]([O:8][C:9]([N:11]([C:26]([O:28][C:29]([CH3:32])([CH3:31])[CH3:30])=[O:27])[C:12]1[CH:17]=[C:16]([CH:18]=C)[N:15]=[C:14]([C:20]([O:22][CH3:23])=[O:21])[C:13]=1[O:24][CH3:25])=[O:10])([CH3:7])([CH3:6])[CH3:5].C1(P(C2C=CC=CC=2)C2C=CC=CC=2)C=CC=CC=1, predict the reaction product. The product is: [C:4]([O:8][C:9]([N:11]([C:26]([O:28][C:29]([CH3:32])([CH3:31])[CH3:30])=[O:27])[C:12]1[CH:17]=[C:16]([CH:18]=[O:1])[N:15]=[C:14]([C:20]([O:22][CH3:23])=[O:21])[C:13]=1[O:24][CH3:25])=[O:10])([CH3:5])([CH3:7])[CH3:6]. (9) Given the reactants [Cl:1][C:2]1[CH:32]=[CH:31][C:5]([CH2:6][CH2:7][NH:8][C:9]([C:11]2[CH:30]=[CH:29][C:14]([O:15][C:16]3[CH:21]=[CH:20][C:19]([CH2:22][C:23]([O:25][CH2:26][CH3:27])=[O:24])=[CH:18][C:17]=3Br)=[CH:13][CH:12]=2)=[O:10])=[CH:4][CH:3]=1.[CH2:33]([Zn]CC)[CH3:34], predict the reaction product. The product is: [Cl:1][C:2]1[CH:32]=[CH:31][C:5]([CH2:6][CH2:7][NH:8][C:9]([C:11]2[CH:30]=[CH:29][C:14]([O:15][C:16]3[CH:21]=[CH:20][C:19]([CH2:22][C:23]([O:25][CH2:26][CH3:27])=[O:24])=[CH:18][C:17]=3[CH2:33][CH3:34])=[CH:13][CH:12]=2)=[O:10])=[CH:4][CH:3]=1.